This data is from Full USPTO retrosynthesis dataset with 1.9M reactions from patents (1976-2016). The task is: Predict the reactants needed to synthesize the given product. (1) The reactants are: [CH:1]([O:4][C:5]1[CH:22]=[CH:21][C:20]([S:23]([CH3:26])(=[O:25])=[O:24])=[CH:19][C:6]=1[C:7]([N:9]1[CH2:13][CH2:12][CH:11]([O:14]S(C)(=O)=O)[CH2:10]1)=[O:8])([CH3:3])[CH3:2].O[C:28]1[CH:29]=[C:30]([C:34]([F:37])([F:36])[F:35])[CH:31]=[CH:32][CH:33]=1. Given the product [CH:1]([O:4][C:5]1[CH:22]=[CH:21][C:20]([S:23]([CH3:26])(=[O:25])=[O:24])=[CH:19][C:6]=1[C:7]([N:9]1[CH2:13][CH2:12][CH:11]([O:14][C:28]2[CH:33]=[CH:32][CH:31]=[C:30]([C:34]([F:37])([F:36])[F:35])[CH:29]=2)[CH2:10]1)=[O:8])([CH3:3])[CH3:2], predict the reactants needed to synthesize it. (2) Given the product [Cl:1][C:2]1[CH:7]=[CH:6][C:5]([C:8]([C:11]2[N:15]([C:16]3[CH:21]=[CH:20][C:19]([F:22])=[CH:18][CH:17]=3)[C:14]([S:23][CH2:27][C:28]3[C:33]([F:34])=[CH:32][C:31]([S:35]([NH2:38])(=[O:36])=[O:37])=[CH:30][C:29]=3[F:39])=[N:13][CH:12]=2)([CH3:10])[CH3:9])=[CH:4][C:3]=1[O:24][CH3:25], predict the reactants needed to synthesize it. The reactants are: [Cl:1][C:2]1[CH:7]=[CH:6][C:5]([C:8]([C:11]2[N:15]([C:16]3[CH:21]=[CH:20][C:19]([F:22])=[CH:18][CH:17]=3)[C:14]([SH:23])=[N:13][CH:12]=2)([CH3:10])[CH3:9])=[CH:4][C:3]=1[O:24][CH3:25].Br[CH2:27][C:28]1[C:33]([F:34])=[CH:32][C:31]([S:35]([NH2:38])(=[O:37])=[O:36])=[CH:30][C:29]=1[F:39].C([O-])([O-])=O.[K+].[K+]. (3) The reactants are: [OH:1][C:2]1[CH:3]=[C:4]([CH:8]=[C:9]2[C:14](=[O:15])[O:13][C:12]([CH3:17])([CH3:16])[O:11][C:10]2=[O:18])[CH:5]=[CH:6][CH:7]=1.[C:19]([Mg]Br)([CH3:21])=[CH2:20].OC1C=C(C(C2C(=O)OC(C)(C)OC2=O)CC=C)C=CC=1. Given the product [OH:1][C:2]1[CH:3]=[C:4]([CH:8]([CH:9]2[C:10](=[O:18])[O:11][C:12]([CH3:16])([CH3:17])[O:13][C:14]2=[O:15])[C:19]([CH3:21])=[CH2:20])[CH:5]=[CH:6][CH:7]=1, predict the reactants needed to synthesize it. (4) Given the product [CH2:3]([C@@H:10]([CH2:26][CH2:27][C@H:28]([CH2:44][CH3:59])[C:54]([OH:57])=[O:55])[C:11]([OH:12])=[O:47])[C:4]1[CH:5]=[CH:6][CH:7]=[CH:8][CH:9]=1, predict the reactants needed to synthesize it. The reactants are: OO.[CH2:3]([C@@H:10]([CH2:26][CH2:27][C@H:28]([CH3:44])C(N1[C@@H](CC2C=CC=CC=2)COC1=O)=O)[C:11](N1[C@@H](CC2C=CC=CC=2)COC1=O)=[O:12])[C:4]1[CH:9]=[CH:8][CH:7]=[CH:6][CH:5]=1.O[Li].[OH2:47].[O-]S([O-])=O.[Na+].[Na+].[C:54]([O-:57])(O)=[O:55].[Na+].[CH2:59]1COCC1. (5) Given the product [NH2:51][C:47]1[CH:46]=[C:45]([CH:40]2[CH2:39][CH2:38][C:37]3[C:42](=[CH:43][CH:44]=[C:35]([O:34][C:31]4[N:32]=[CH:33][C:28]([NH2:25])=[CH:29][CH:30]=4)[CH:36]=3)[O:41]2)[CH:50]=[CH:49][CH:48]=1, predict the reactants needed to synthesize it. The reactants are: NC1C=CC(OC2C=C3C(=CC=2)OC(C2C=CC=CC=2)CC3)=NC=1.[N+:25]([C:28]1[CH:29]=[CH:30][C:31]([O:34][C:35]2[CH:36]=[C:37]3[C:42](=[CH:43][CH:44]=2)[O:41][CH:40]([C:45]2[CH:50]=[CH:49][CH:48]=[C:47]([N+:51]([O-])=O)[CH:46]=2)[CH2:39][CH2:38]3)=[N:32][CH:33]=1)([O-])=O.